Predict the reactants needed to synthesize the given product. From a dataset of Full USPTO retrosynthesis dataset with 1.9M reactions from patents (1976-2016). (1) Given the product [CH2:1]([O:8][C:9]1[CH:10]=[CH:11][C:12]([CH2:15][C:16]([O:18][C:25]([CH3:27])([CH3:26])[CH3:24])=[O:17])=[CH:13][CH:14]=1)[C:2]1[CH:3]=[CH:4][CH:5]=[CH:6][CH:7]=1, predict the reactants needed to synthesize it. The reactants are: [CH2:1]([O:8][C:9]1[CH:14]=[CH:13][C:12]([CH2:15][C:16]([OH:18])=[O:17])=[CH:11][CH:10]=1)[C:2]1[CH:7]=[CH:6][CH:5]=[CH:4][CH:3]=1.S(=O)(=O)(O)O.[CH2:24]=[C:25]([CH3:27])[CH3:26].C(=O)(O)[O-].[Na+]. (2) Given the product [S:5]1[CH:6]=[C:2]([C:12]2[CH:13]=[CH:14][C:9]([CH:7]=[O:8])=[CH:10][CH:11]=2)[N:3]=[CH:4]1, predict the reactants needed to synthesize it. The reactants are: Br[C:2]1[N:3]=[CH:4][S:5][CH:6]=1.[CH:7]([C:9]1[CH:14]=[CH:13][C:12](B(O)O)=[CH:11][CH:10]=1)=[O:8].C(=O)([O-])O.[Na+].[Cl-].[Na+]. (3) Given the product [F:27][C:21]1[CH:22]=[C:23]([F:26])[CH:24]=[CH:25][C:20]=1[C@:12]12[CH2:14][O:15][C@@H:16]([CH2:18][F:19])[CH2:17][C@H:11]1[CH2:10][S:9][C:8]([NH2:7])=[N:13]2, predict the reactants needed to synthesize it. The reactants are: C(OC(=O)[NH:7][C:8]1[S:9][CH2:10][C@@H:11]2[CH2:17][C@H:16]([CH2:18][F:19])[O:15][CH2:14][C@:12]2([C:20]2[CH:25]=[CH:24][C:23]([F:26])=[CH:22][C:21]=2[F:27])[N:13]=1)(C)(C)C.FC(F)(F)C(O)=O.FC1C=CC=CC=1[C@]12CO[C@@H](COC(C)C)C[C@H]1CSC(N)=N2. (4) Given the product [C:1]([O:5][C:6]([N:8]1[CH2:13][CH:12]=[C:11]([B:33]2[O:37][C:36]([CH3:39])([CH3:38])[C:35]([CH3:41])([CH3:40])[O:34]2)[CH2:10][CH2:9]1)=[O:7])([CH3:4])([CH3:3])[CH3:2], predict the reactants needed to synthesize it. The reactants are: [C:1]([O:5][C:6]([N:8]1[CH2:13][CH:12]=[C:11](OS(C(F)(F)F)(=O)=O)[CH2:10][CH2:9]1)=[O:7])([CH3:4])([CH3:3])[CH3:2].O1CCOCC1.C([O-])(=O)C.[K+].[B:33]1([B:33]2[O:37][C:36]([CH3:39])([CH3:38])[C:35]([CH3:41])([CH3:40])[O:34]2)[O:37][C:36]([CH3:39])([CH3:38])[C:35]([CH3:41])([CH3:40])[O:34]1. (5) Given the product [CH3:24][C:23]([CH3:26])([CH3:25])[C:22]([NH:21][NH:20][C:18]([C@@H:13]1[CH2:12][CH2:11][C@@H:10]2[CH2:17][N:14]1[C:15](=[O:16])[N:9]2[OH:8])=[O:19])=[O:27], predict the reactants needed to synthesize it. The reactants are: C([O:8][N:9]1[C:15](=[O:16])[N:14]2[CH2:17][C@H:10]1[CH2:11][CH2:12][C@H:13]2[C:18]([NH:20][NH:21][C:22](=[O:27])[C:23]([CH3:26])([CH3:25])[CH3:24])=[O:19])C1C=CC=CC=1. (6) The reactants are: [C:1]([N:4]1[CH2:11][CH2:10][C:9](=[O:12])[NH:8][CH2:7][C:6]2[CH:13]=[C:14]([NH2:17])[CH:15]=[CH:16][C:5]1=2)(=[O:3])[CH3:2].Cl[C:19]1[N:24]=[C:23]([NH:25][C:26]2[C:35]([F:36])=[CH:34][CH:33]=[CH:32][C:27]=2[C:28]([NH:30][CH3:31])=[O:29])[C:22]([Cl:37])=[CH:21][N:20]=1. Given the product [C:1]([N:4]1[CH2:11][CH2:10][C:9](=[O:12])[NH:8][CH2:7][C:6]2[CH:13]=[C:14]([NH:17][C:19]3[N:24]=[C:23]([NH:25][C:26]4[C:35]([F:36])=[CH:34][CH:33]=[CH:32][C:27]=4[C:28]([NH:30][CH3:31])=[O:29])[C:22]([Cl:37])=[CH:21][N:20]=3)[CH:15]=[CH:16][C:5]1=2)(=[O:3])[CH3:2], predict the reactants needed to synthesize it. (7) Given the product [CH2:1]([O:3][C:4]([C:6]1[CH:10]=[CH:9][N:8]([CH2:15][CH2:14][F:13])[N:7]=1)=[O:5])[CH3:2], predict the reactants needed to synthesize it. The reactants are: [CH2:1]([O:3][C:4]([C:6]1[CH:10]=[CH:9][NH:8][N:7]=1)=[O:5])[CH3:2].[H-].[Na+].[F:13][CH2:14][CH2:15]Br. (8) Given the product [PH3:60]=[O:59].[OH:8][C:9]1[CH:18]=[CH:17][C:16]2[C:11](=[CH:12][CH:13]=[CH:14][CH:15]=2)[C:10]=1[C:19]([OH:21])=[O:20], predict the reactants needed to synthesize it. The reactants are: C(N(CC)CC)C.[OH:8][C:9]1[CH:18]=[CH:17][C:16]2[C:11](=[CH:12][CH:13]=[CH:14][CH:15]=2)[C:10]=1[C:19]([OH:21])=[O:20].CC([Si](Cl)(C)C)(C)C.[Cl-].[NH4+].S(Cl)(Cl)=O.O(C1C=CC2C(=CC=CC=2)C=1C(O)=O)[Si](C(C)(C)C)(C)C.C([O:59][P:60](C1C=CC=CC=1)C1C=CC=CC=1)C.[F-].C([N+](CCCC)(CCCC)CCCC)CCC. (9) Given the product [O:105]=[C:100]1[CH:101]=[CH:102][C:103](=[O:104])[N:99]1[CH2:98][CH2:97][CH2:96][CH2:95][CH2:94][C:93]([NH:1][C@H:2]([C:6]([NH:8][C@H:9]([C:17]([NH:19][C:20]1[CH:21]=[CH:22][C:23]([CH2:26][O:27][C:28](=[O:84])[N:29]([CH2:31][CH2:32][N:33]([C:35]([O:37][C:38]2[CH:46]=[C:45]3[C:41]([C@H:42]([CH2:78][Cl:79])[CH2:43][N:44]3[C:47]([C:49]3[NH:50][C:51]4[C:56]([CH:57]=3)=[CH:55][C:54]([NH:58][C:59]([C:61]3[NH:62][C:63]5[C:68]([CH:69]=3)=[CH:67][C:66]([O:70][CH2:71][CH2:72][N:73]3[CH2:74][CH2:75][CH2:76][CH2:77]3)=[CH:65][CH:64]=5)=[O:60])=[CH:53][CH:52]=4)=[O:48])=[C:40]3[C:80]([CH3:83])=[CH:81][S:82][C:39]=23)=[O:36])[CH3:34])[CH3:30])=[CH:24][CH:25]=1)=[O:18])[CH2:10][CH2:11][CH2:12][NH:13][C:14](=[O:16])[NH2:15])=[O:7])[CH:3]([CH3:4])[CH3:5])=[O:92], predict the reactants needed to synthesize it. The reactants are: [NH2:1][C@H:2]([C:6]([NH:8][C@H:9]([C:17]([NH:19][C:20]1[CH:25]=[CH:24][C:23]([CH2:26][O:27][C:28](=[O:84])[N:29]([CH2:31][CH2:32][N:33]([C:35]([O:37][C:38]2[CH:46]=[C:45]3[C:41]([C@H:42]([CH2:78][Cl:79])[CH2:43][N:44]3[C:47]([C:49]3[NH:50][C:51]4[C:56]([CH:57]=3)=[CH:55][C:54]([NH:58][C:59]([C:61]3[NH:62][C:63]5[C:68]([CH:69]=3)=[CH:67][C:66]([O:70][CH2:71][CH2:72][N:73]3[CH2:77][CH2:76][CH2:75][CH2:74]3)=[CH:65][CH:64]=5)=[O:60])=[CH:53][CH:52]=4)=[O:48])=[C:40]3[C:80]([CH3:83])=[CH:81][S:82][C:39]=23)=[O:36])[CH3:34])[CH3:30])=[CH:22][CH:21]=1)=[O:18])[CH2:10][CH2:11][CH2:12][NH:13][C:14](=[O:16])[NH2:15])=[O:7])[CH:3]([CH3:5])[CH3:4].O=C1CCC(=O)N1[O:92][C:93](=O)[CH2:94][CH2:95][CH2:96][CH2:97][CH2:98][N:99]1[C:103](=[O:104])[CH:102]=[CH:101][C:100]1=[O:105].C(N(CC)CC)C.C(Cl)Cl.CO. (10) Given the product [O:45]1[C:49]2[CH:50]=[CH:51][CH:52]=[CH:53][C:48]=2[C:47]([C:2]2[C:7]3[C:8](=[O:22])[N:9]([CH2:11][C:12]4[CH:17]=[CH:16][C:15]([O:18][CH3:19])=[CH:14][C:13]=4[O:20][CH3:21])[CH2:10][C:6]=3[C:5]([F:23])=[C:4]([NH:24][C@@H:25]3[CH2:30][CH2:29][CH2:28][CH2:27][C@@H:26]3[NH:31][C:32](=[O:38])[O:33][C:34]([CH3:37])([CH3:36])[CH3:35])[N:3]=2)=[CH:46]1, predict the reactants needed to synthesize it. The reactants are: Cl[C:2]1[C:7]2[C:8](=[O:22])[N:9]([CH2:11][C:12]3[CH:17]=[CH:16][C:15]([O:18][CH3:19])=[CH:14][C:13]=3[O:20][CH3:21])[CH2:10][C:6]=2[C:5]([F:23])=[C:4]([NH:24][C@@H:25]2[CH2:30][CH2:29][CH2:28][CH2:27][C@@H:26]2[NH:31][C:32](=[O:38])[O:33][C:34]([CH3:37])([CH3:36])[CH3:35])[N:3]=1.C(=O)([O-])[O-].[Na+].[Na+].[O:45]1[C:49]2[CH:50]=[CH:51][CH:52]=[CH:53][C:48]=2[C:47](B2OC(C)(C)C(C)(C)O2)=[CH:46]1.